From a dataset of Peptide-MHC class I binding affinity with 185,985 pairs from IEDB/IMGT. Regression. Given a peptide amino acid sequence and an MHC pseudo amino acid sequence, predict their binding affinity value. This is MHC class I binding data. (1) The peptide sequence is GDAYFSIPLD. The MHC is Mamu-B8301 with pseudo-sequence Mamu-B8301. The binding affinity (normalized) is 0. (2) The peptide sequence is DELWRGLLA. The MHC is HLA-B51:01 with pseudo-sequence HLA-B51:01. The binding affinity (normalized) is 0.0847.